This data is from Full USPTO retrosynthesis dataset with 1.9M reactions from patents (1976-2016). The task is: Predict the reactants needed to synthesize the given product. (1) Given the product [F:12][C:9]1[CH:10]=[C:11]2[C:6](=[CH:7][CH:8]=1)[N:5]([CH2:13][C:14]1[CH:19]=[CH:18][C:17]([F:20])=[CH:16][CH:15]=1)[C:4](=[O:21])[C:3]([C:22]#[N:23])=[C:2]2[N:24]1[CH2:29][CH2:28][NH:27][CH2:26][CH2:25]1, predict the reactants needed to synthesize it. The reactants are: Cl[C:2]1[C:11]2[C:6](=[CH:7][CH:8]=[C:9]([F:12])[CH:10]=2)[N:5]([CH2:13][C:14]2[CH:19]=[CH:18][C:17]([F:20])=[CH:16][CH:15]=2)[C:4](=[O:21])[C:3]=1[C:22]#[N:23].[NH:24]1[CH2:29][CH2:28][NH:27][CH2:26][CH2:25]1. (2) Given the product [ClH:37].[ClH:37].[C:1]12([CH2:11][CH2:12][N:13]([CH2:26][CH2:27][NH:28][CH3:29])[C:14]([NH:16][CH2:17][CH2:18][CH2:19][C:20]3[CH:25]=[CH:24][N:23]=[CH:22][CH:21]=3)=[O:15])[CH2:8][CH:7]3[CH2:6][CH:5]([CH2:4][CH:3]([CH2:9]3)[CH2:2]1)[CH2:10]2, predict the reactants needed to synthesize it. The reactants are: [C:1]12([CH2:11][CH2:12][N:13]([CH2:26][CH2:27][N:28](C(OC(C)(C)C)=O)[CH3:29])[C:14]([NH:16][CH2:17][CH2:18][CH2:19][C:20]3[CH:25]=[CH:24][N:23]=[CH:22][CH:21]=3)=[O:15])[CH2:10][CH:5]3[CH2:6][CH:7]([CH2:9][CH:3]([CH2:4]3)[CH2:2]1)[CH2:8]2.[ClH:37]. (3) Given the product [C:22]([C:19]1[CH:20]=[CH:21][C:16]([CH2:15][N:11]2[C:12]3[C:7](=[C:6]([OH:31])[C:5]([C:3]([NH:32][CH2:33][CH2:34][C:35]([OH:37])=[O:36])=[O:4])=[N:14][CH:13]=3)[CH:8]=[C:9]([C:25]3[CH:30]=[CH:29][CH:28]=[CH:27][CH:26]=3)[C:10]2=[O:24])=[CH:17][CH:18]=1)#[N:23], predict the reactants needed to synthesize it. The reactants are: CO[C:3]([C:5]1[C:6]([OH:31])=[C:7]2[C:12](=[CH:13][N:14]=1)[N:11]([CH2:15][C:16]1[CH:21]=[CH:20][C:19]([C:22]#[N:23])=[CH:18][CH:17]=1)[C:10](=[O:24])[C:9]([C:25]1[CH:30]=[CH:29][CH:28]=[CH:27][CH:26]=1)=[CH:8]2)=[O:4].[NH2:32][CH2:33][CH2:34][C:35]([OH:37])=[O:36].C[O-].[Na+]. (4) The reactants are: CN1CCNCC1.[Li]CCCC.[O:13]1[C:17]2[CH:18]=[CH:19][C:20]([CH:22]=[O:23])=[CH:21][C:16]=2[CH:15]=[CH:14]1.CN(C)CCN(C)C.[CH2:32]([Sn:36](Cl)([CH2:41][CH2:42][CH2:43][CH3:44])[CH2:37][CH2:38][CH2:39][CH3:40])[CH2:33][CH2:34][CH3:35]. Given the product [CH2:41]([Sn:36]([CH2:32][CH2:33][CH2:34][CH3:35])([CH2:37][CH2:38][CH2:39][CH3:40])[C:14]1[O:13][C:17]2[CH:18]=[CH:19][C:20]([CH:22]=[O:23])=[CH:21][C:16]=2[CH:15]=1)[CH2:42][CH2:43][CH3:44], predict the reactants needed to synthesize it. (5) Given the product [ClH:29].[CH3:15][N:16]1[CH2:21][CH2:20][C:19]2[N:22]=[C:23]([C:6]([NH:8][C@@H:9]3[CH2:13][CH2:12][CH2:11][C@H:10]3[NH2:14])=[O:7])[S:24][C:18]=2[CH2:17]1, predict the reactants needed to synthesize it. The reactants are: C(O[C:6]([NH:8][C@@H:9]1[CH2:13][CH2:12][CH2:11][C@H:10]1[NH2:14])=[O:7])(C)(C)C.[CH3:15][N:16]1[CH2:21][CH2:20][C:19]2[N:22]=[C:23](C([O-])=O)[S:24][C:18]=2[CH2:17]1.[Li+].[ClH:29].CN(C)CCCN=C=NCC.O.ON1C2C=CC=CC=2N=N1.